This data is from Forward reaction prediction with 1.9M reactions from USPTO patents (1976-2016). The task is: Predict the product of the given reaction. (1) Given the reactants Br[C:2]1[CH:3]=[C:4]([C:9]([NH:12][C:13](=[O:23])[O:14][CH:15]2[CH:20]3[CH2:21][CH2:22][N:17]([CH2:18][CH2:19]3)[CH2:16]2)([CH3:11])[CH3:10])[CH:5]=[CH:6][C:7]=1[F:8].[CH3:24][CH:25]([CH3:30])[CH2:26]B(O)O, predict the reaction product. The product is: [N:17]12[CH2:22][CH2:21][CH:20]([CH2:19][CH2:18]1)[CH:15]([O:14][C:13](=[O:23])[NH:12][C:9]([C:4]1[CH:5]=[CH:6][C:7]([F:8])=[C:2]([CH2:24][CH:25]([CH3:30])[CH3:26])[CH:3]=1)([CH3:11])[CH3:10])[CH2:16]2. (2) Given the reactants [F:1][C:2]([F:48])([F:47])[C:3]1[CH:4]=[C:5]([CH:13]([N:15]([CH2:27][C:28]2[CH:33]=[C:32]([C:34]([F:37])([F:36])[F:35])[CH:31]=[CH:30][C:29]=2[N:38]([CH2:41][CH:42]2[CH2:46][CH2:45][CH2:44][CH2:43]2)[CH2:39][CH3:40])[C:16]2[N:21]=[CH:20][C:19]([O:22][CH2:23][CH2:24][S:25][CH3:26])=[CH:18][N:17]=2)[CH3:14])[CH:6]=[C:7]([C:9]([F:12])([F:11])[F:10])[CH:8]=1.OO.[S:51]([O-:54])([O-])=[O:52].[Na+].[Na+].[C:57](#N)C, predict the reaction product. The product is: [F:48][C:2]([F:1])([F:47])[C:3]1[CH:4]=[C:5]([CH:13]([N:15]([CH2:27][C:28]2[CH:33]=[C:32]([C:34]([F:35])([F:36])[F:37])[CH:31]=[CH:30][C:29]=2[N:38]([CH2:41][CH:42]2[CH2:43][CH2:44][CH2:45][CH2:46]2)[CH2:39][CH3:40])[C:16]2[N:17]=[CH:18][C:19]([O:22][CH2:23][CH2:24][S:25]([CH3:26])=[O:52])=[CH:20][N:21]=2)[CH3:14])[CH:6]=[C:7]([C:9]([F:12])([F:11])[F:10])[CH:8]=1.[F:48][C:2]([F:1])([F:47])[C:3]1[CH:4]=[C:5]([CH:13]([N:15]([CH2:27][C:28]2[CH:33]=[C:32]([C:34]([F:35])([F:36])[F:37])[CH:31]=[CH:30][C:29]=2[N:38]([CH2:41][CH:42]2[CH2:43][CH2:44][CH2:45][CH2:46]2)[CH2:39][CH3:40])[C:16]2[N:17]=[CH:18][C:19]([O:22][CH2:23][CH2:24][S:51]([CH3:57])(=[O:54])=[O:52])=[CH:20][N:21]=2)[CH3:14])[CH:6]=[C:7]([C:9]([F:10])([F:12])[F:11])[CH:8]=1. (3) The product is: [S:10]1[C:6]2[CH:5]=[CH:4][C:3]([OH:2])=[CH:11][C:7]=2[N:8]=[CH:9]1. Given the reactants C[O:2][C:3]1[CH:4]=[CH:5][C:6]2[S:10][CH:9]=[N:8][C:7]=2[CH:11]=1.I, predict the reaction product. (4) Given the reactants [I:1][C:2]1[C:21]([C:22]([O:24]CC)=[O:23])=[C:5]2[CH2:6][N:7]([C:14]([O:16][C:17]([CH3:20])([CH3:19])[CH3:18])=[O:15])[CH:8]([C:10]([F:13])([F:12])[F:11])[CH2:9][N:4]2[N:3]=1.[OH-].[Na+], predict the reaction product. The product is: [C:17]([O:16][C:14]([N:7]1[CH:8]([C:10]([F:11])([F:12])[F:13])[CH2:9][N:4]2[N:3]=[C:2]([I:1])[C:21]([C:22]([OH:24])=[O:23])=[C:5]2[CH2:6]1)=[O:15])([CH3:20])([CH3:18])[CH3:19].